This data is from Reaction yield outcomes from USPTO patents with 853,638 reactions. The task is: Predict the reaction yield, written as a fraction of the theoretical maximum amount of product (1.0 means a 100% yield; for example, 0.34 means a 34% yield). (1) The reactants are [F:1][C:2]1[C:13]([CH3:14])=[CH:12][CH:11]=[CH:10][C:3]=1[C:4](N(OC)C)=[O:5].[CH3:15][Mg]Br. The yield is 0.960. The catalyst is C1COCC1. The product is [F:1][C:2]1[C:13]([CH3:14])=[CH:12][CH:11]=[CH:10][C:3]=1[C:4](=[O:5])[CH3:15]. (2) The reactants are [Cl:1][C:2]1[CH:7]=[CH:6][C:5]([C:8]2[C:12]3[CH2:13][N:14]([C:17](=[O:19])[CH3:18])[CH2:15][CH2:16][C:11]=3[N:10]([CH2:20][C@@H:21]3[CH2:23][O:22]3)[N:9]=2)=[CH:4][C:3]=1[CH3:24].[Cl:25][C:26]1[CH:27]=[CH:28][C:29]2[NH:33][C:32](=[O:34])[N:31]([CH:35]3[CH2:40][CH2:39][NH:38][CH2:37][CH2:36]3)[C:30]=2[CH:41]=1. The catalyst is CCO.C(Cl)Cl. The product is [C:17]([N:14]1[CH2:15][CH2:16][C:11]2[N:10]([CH2:20][C@@H:21]([OH:22])[CH2:23][N:38]3[CH2:37][CH2:36][CH:35]([N:31]4[C:30]5[CH:41]=[C:26]([Cl:25])[CH:27]=[CH:28][C:29]=5[NH:33][C:32]4=[O:34])[CH2:40][CH2:39]3)[N:9]=[C:8]([C:5]3[CH:6]=[CH:7][C:2]([Cl:1])=[C:3]([CH3:24])[CH:4]=3)[C:12]=2[CH2:13]1)(=[O:19])[CH3:18]. The yield is 0.120. (3) The reactants are [C:9](O[C:9]([O:11][C:12]([CH3:15])([CH3:14])[CH3:13])=[O:10])([O:11][C:12]([CH3:15])([CH3:14])[CH3:13])=[O:10].[NH2:16][C@@H:17]1[CH2:21][CH2:20][N:19]([CH:22]2[CH2:27][CH2:26][C:25](=[O:28])[CH2:24][CH2:23]2)[CH2:18]1. The product is [O:28]=[C:25]1[CH2:24][CH2:23][CH:22]([N:19]2[CH2:20][CH2:21][C@@H:17]([NH:16][C:9](=[O:10])[O:11][C:12]([CH3:13])([CH3:14])[CH3:15])[CH2:18]2)[CH2:27][CH2:26]1. The catalyst is O. The yield is 0.239. (4) The reactants are [F:1][C:2]1[CH:3]=[C:4]2[C:8](=[CH:9][CH:10]=1)[N:7]([CH2:11][C:12]1[O:13][C:14]([C:17]([F:20])([F:19])[F:18])=[CH:15][CH:16]=1)[C:6](=[O:21])[CH:5]2[C:22]1[C:30]([OH:31])=[CH:29][C:25]2[O:26][CH2:27][O:28][C:24]=2[CH:23]=1.[CH2:32]=[O:33].O.[OH-].[Li+]. The catalyst is O1CCCC1.O. The product is [F:1][C:2]1[CH:3]=[C:4]2[C:8](=[CH:9][CH:10]=1)[N:7]([CH2:11][C:12]1[O:13][C:14]([C:17]([F:20])([F:18])[F:19])=[CH:15][CH:16]=1)[C:6](=[O:21])[C:5]2([C:22]1[C:30]([OH:31])=[CH:29][C:25]2[O:26][CH2:27][O:28][C:24]=2[CH:23]=1)[CH2:32][OH:33]. The yield is 0.590. (5) The catalyst is C1COCC1.O. The yield is 0.390. The reactants are O.[OH-].[Li+].[OH:4][C:5]1[C:6]([C:40]([O:42]C)=[O:41])=[N:7][C:8]([C:11]2[CH:16]=[CH:15][C:14]([O:17][CH3:18])=[C:13]([CH:19]3[C:32]4[C:31](=[O:33])[CH2:30][C:29]([CH3:35])([CH3:34])[CH2:28][C:27]=4[O:26][C:25]4[CH2:24][C:23]([CH3:37])([CH3:36])[CH2:22][C:21](=[O:38])[C:20]3=4)[C:12]=2[CH3:39])=[CH:9][CH:10]=1. The product is [OH:4][C:5]1[C:6]([C:40]([OH:42])=[O:41])=[N:7][C:8]([C:11]2[CH:16]=[CH:15][C:14]([O:17][CH3:18])=[C:13]([CH:19]3[C:20]4[C:21](=[O:38])[CH2:22][C:23]([CH3:36])([CH3:37])[CH2:24][C:25]=4[O:26][C:27]4[CH2:28][C:29]([CH3:35])([CH3:34])[CH2:30][C:31](=[O:33])[C:32]3=4)[C:12]=2[CH3:39])=[CH:9][CH:10]=1. (6) The reactants are [NH:1]1[CH2:4][CH2:3][CH2:2]1.Cl[C:6]1[N:11]=[C:10]([NH:12][C:13]2[CH:14]=[C:15]([CH:18]=[CH:19][N:20]=2)[C:16]#[N:17])[CH:9]=[C:8]([C:21]2([C:27]#[N:28])[CH2:26][CH2:25][O:24][CH2:23][CH2:22]2)[CH:7]=1. No catalyst specified. The product is [N:1]1([C:6]2[N:11]=[C:10]([NH:12][C:13]3[CH:14]=[C:15]([CH:18]=[CH:19][N:20]=3)[C:16]#[N:17])[CH:9]=[C:8]([C:21]3([C:27]#[N:28])[CH2:26][CH2:25][O:24][CH2:23][CH2:22]3)[CH:7]=2)[CH2:4][CH2:3][CH2:2]1. The yield is 0.170.